From a dataset of Full USPTO retrosynthesis dataset with 1.9M reactions from patents (1976-2016). Predict the reactants needed to synthesize the given product. (1) Given the product [C:13]([O:12][C:10]([N:6]1[CH2:7][CH2:8][C:9]2[S:1][C:2]([C:17]([OH:19])=[O:18])=[CH:3][C:4]=2[CH2:5]1)=[O:11])([CH3:16])([CH3:14])[CH3:15], predict the reactants needed to synthesize it. The reactants are: [S:1]1[C:9]2[CH2:8][CH2:7][N:6]([C:10]([O:12][C:13]([CH3:16])([CH3:15])[CH3:14])=[O:11])[CH2:5][C:4]=2[CH:3]=[C:2]1[C:17]([O:19]C)=[O:18].[OH-].[Na+]. (2) The reactants are: [C:1]([O:5][C:6]([N:8]1[C@H:13]([CH2:14][NH2:15])[CH2:12][C@H:11]2[C@@H:9]1[CH2:10]2)=[O:7])([CH3:4])([CH3:3])[CH3:2].[O:16]1[CH2:21][CH2:20][O:19][C:18]2=[C:22]([C:25](O)=[O:26])[S:23][CH:24]=[C:17]12. Given the product [C:1]([O:5][C:6]([N:8]1[C@H:13]([CH2:14][NH:15][C:25]([C:22]2[S:23][CH:24]=[C:17]3[C:18]=2[O:19][CH2:20][CH2:21][O:16]3)=[O:26])[CH2:12][C@H:11]2[C@@H:9]1[CH2:10]2)=[O:7])([CH3:4])([CH3:3])[CH3:2], predict the reactants needed to synthesize it. (3) Given the product [CH3:1][Si:2]([CH3:9])([CH3:8])[O:3][C:4]1[CH2:5][CH2:12][CH:11]([C:10]#[N:13])[CH2:7][CH:6]=1, predict the reactants needed to synthesize it. The reactants are: [CH3:1][Si:2]([CH3:9])([CH3:8])[O:3][C:4]([CH:6]=[CH2:7])=[CH2:5].[C:10](#[N:13])[CH:11]=[CH2:12].C1(C=CC(O)=CC=1)O. (4) The reactants are: Cl.[CH3:2][O:3][C:4]1[C:12]2[O:11][C:10]([CH3:14])([CH3:13])[CH2:9][C:8]=2[C:7]([CH3:15])=[C:6]([NH2:16])[C:5]=1[CH3:17].Cl[CH2:19][CH2:20][N:21]([CH2:30][CH2:31]Cl)[C:22]1[CH:27]=[CH:26][C:25]([O:28][CH3:29])=[CH:24][CH:23]=1.C(=O)([O-])[O-].[K+].[K+].[I-].[Na+]. Given the product [CH3:29][O:28][C:25]1[CH:26]=[CH:27][C:22]([N:21]2[CH2:20][CH2:19][N:16]([C:6]3[C:5]([CH3:17])=[C:4]([O:3][CH3:2])[C:12]4[O:11][C:10]([CH3:13])([CH3:14])[CH2:9][C:8]=4[C:7]=3[CH3:15])[CH2:31][CH2:30]2)=[CH:23][CH:24]=1, predict the reactants needed to synthesize it. (5) The reactants are: [Cl:1][C:2]1[CH:7]=[CH:6][C:5]([S:8]([CH:11]([C:21]2[CH:26]=[C:25]([F:27])[CH:24]=[CH:23][C:22]=2[F:28])[C:12]2[N:17]=[C:16]([C:18]([OH:20])=O)[CH:15]=[CH:14][CH:13]=2)(=[O:10])=[O:9])=[CH:4][CH:3]=1.CN1CCOCC1.ON1C2C=CC=CC=2N=N1.Cl.C(N=C=NCCCN(C)C)C.[CH3:58][N:59]1[CH2:64][CH2:63][NH:62][CH2:61][CH2:60]1. Given the product [Cl:1][C:2]1[CH:3]=[CH:4][C:5]([S:8]([CH:11]([C:21]2[CH:26]=[C:25]([F:27])[CH:24]=[CH:23][C:22]=2[F:28])[C:12]2[N:17]=[C:16]([C:18]([N:62]3[CH2:63][CH2:64][N:59]([CH3:58])[CH2:60][CH2:61]3)=[O:20])[CH:15]=[CH:14][CH:13]=2)(=[O:10])=[O:9])=[CH:6][CH:7]=1, predict the reactants needed to synthesize it. (6) Given the product [CH:1]1([C:7]2[C:8]([CH3:21])=[CH:9][C:10]([OH:17])=[CH:11][C:12]=2[OH:13])[CH2:2][CH2:3][CH2:4][CH2:5][CH2:6]1, predict the reactants needed to synthesize it. The reactants are: [CH:1]1([C:7]2[C:12]([O:13]COC)=[CH:11][C:10]([O:17]COC)=[CH:9][C:8]=2[CH3:21])[CH2:6][CH2:5][CH2:4][CH2:3][CH2:2]1. (7) Given the product [NH2:4][CH2:5][CH2:6][NH:7][S:8]([C:11]1[C:12]2[CH:13]=[CH:14][N:15]=[C:16]([Cl:21])[C:17]=2[CH:18]=[CH:19][CH:20]=1)(=[O:9])=[O:10], predict the reactants needed to synthesize it. The reactants are: [OH-].[Na+].Cl.[NH2:4][CH2:5][CH2:6][NH:7][S:8]([C:11]1[C:12]2[CH:13]=[CH:14][N:15]=[C:16]([Cl:21])[C:17]=2[CH:18]=[CH:19][CH:20]=1)(=[O:10])=[O:9].CO. (8) Given the product [Cl:33][C:30]1[CH:31]=[CH:32][C:27]([CH2:26][NH:25][C:51]([C:47]2[C:46]([CH3:45])=[N:50][NH:49][N:48]=2)=[O:52])=[C:28]([F:44])[C:29]=1[O:34][C:35]1[CH:36]=[C:37]([C:38]#[N:39])[CH:40]=[C:41]([Cl:43])[CH:42]=1, predict the reactants needed to synthesize it. The reactants are: CN(C(ON1N=NC2C=CC=NC1=2)=[N+](C)C)C.F[P-](F)(F)(F)(F)F.[NH2:25][CH2:26][C:27]1[C:28]([F:44])=[C:29]([O:34][C:35]2[CH:36]=[C:37]([CH:40]=[C:41]([Cl:43])[CH:42]=2)[C:38]#[N:39])[C:30]([Cl:33])=[CH:31][CH:32]=1.[CH3:45][C:46]1[C:47]([C:51](O)=[O:52])=[N:48][NH:49][N:50]=1.CCN(C(C)C)C(C)C. (9) Given the product [CH:2]1([NH:5][C:6]2[CH:11]=[CH:10][N:9]3[CH:12]=[C:13]([C:15]4[CH:20]=[CH:19][C:18]([O:21][CH2:29][CH2:30][F:31])=[CH:17][CH:16]=4)[N:14]=[C:8]3[CH:7]=2)[CH2:4][CH2:3]1, predict the reactants needed to synthesize it. The reactants are: Br.[CH:2]1([NH:5][C:6]2[CH:11]=[CH:10][N:9]3[CH:12]=[C:13]([C:15]4[CH:20]=[CH:19][C:18]([OH:21])=[CH:17][CH:16]=4)[N:14]=[C:8]3[CH:7]=2)[CH2:4][CH2:3]1.C([O-])([O-])=O.[Cs+].[Cs+].Br[CH2:29][CH2:30][F:31]. (10) The reactants are: [Cl:1][C:2]1[CH:3]=[CH:4][C:5]([O:18][C@H:19]2[CH2:22][C@H:21]([C:23]([OH:25])=[O:24])[CH2:20]2)=[C:6]2[C:11]=1[NH:10][C:9](=[O:12])[NH:8][C:7]12[CH2:17][CH2:16][CH2:15][CH2:14][CH2:13]1.FC1C=CC(OCC2CC(C(O)=O)C2)=C2C=1NC(=O)NC12CCCCC1.C(C1C=CC(O[C@H]2C[C@H](C(O)=O)C2)=C2C=1NC(=O)NC12CCCCC1)#N.FC1C=CC(OCC2(C(O)=O)CCC2)=C2C=1NC(=O)NC12CCCCC1. Given the product [Cl:1][C:2]1[CH:3]=[CH:4][C:5]([O:18][C@@H:19]2[CH2:20][C@H:21]([C:23]([OH:25])=[O:24])[CH2:22]2)=[C:6]2[C:11]=1[NH:10][C:9](=[O:12])[NH:8][C:7]12[CH2:17][CH2:16][CH2:15][CH2:14][CH2:13]1, predict the reactants needed to synthesize it.